From a dataset of Peptide-MHC class II binding affinity with 134,281 pairs from IEDB. Regression. Given a peptide amino acid sequence and an MHC pseudo amino acid sequence, predict their binding affinity value. This is MHC class II binding data. (1) The peptide sequence is LNKMRAVWVDGKART. The MHC is DRB3_0202 with pseudo-sequence DRB3_0202. The binding affinity (normalized) is 0.286. (2) The peptide sequence is EVFCQTIKLDSEEYH. The MHC is DRB1_0301 with pseudo-sequence DRB1_0301. The binding affinity (normalized) is 0.360.